Dataset: Catalyst prediction with 721,799 reactions and 888 catalyst types from USPTO. Task: Predict which catalyst facilitates the given reaction. (1) Reactant: [Br:1][C:2]1[CH:7]=[CH:6][C:5]([OH:8])=[C:4]([F:9])[CH:3]=1.[CH3:10][CH:11]([Si:13](Cl)([CH:17]([CH3:19])[CH3:18])[CH:14]([CH3:16])[CH3:15])[CH3:12].N1C=CN=C1. Product: [Br:1][C:2]1[CH:7]=[CH:6][C:5]([O:8][Si:13]([CH:17]([CH3:19])[CH3:18])([CH:14]([CH3:16])[CH3:15])[CH:11]([CH3:12])[CH3:10])=[C:4]([F:9])[CH:3]=1. The catalyst class is: 2. (2) Reactant: [Br:1][C:2]1[CH:3]=[N:4][C:5]([N:8]([CH3:23])[C@H:9]2[CH2:14][CH2:13][C@H:12]([CH2:15][CH2:16][CH2:17]OS(C)(=O)=O)[CH2:11][CH2:10]2)=[N:6][CH:7]=1.[CH3:24][NH:25][CH3:26]. Product: [Br:1][C:2]1[CH:3]=[N:4][C:5]([N:8]([C@H:9]2[CH2:14][CH2:13][C@H:12]([CH2:15][CH2:16][CH2:17][N:25]([CH3:26])[CH3:24])[CH2:11][CH2:10]2)[CH3:23])=[N:6][CH:7]=1. The catalyst class is: 5. (3) Reactant: [CH2:1]([O:8][CH2:9][CH2:10][C@H:11]1[CH2:14][C@H:13](CS([O-])(=O)=O)[CH2:12]1)[C:2]1[CH:7]=[CH:6][CH:5]=[CH:4][CH:3]=1.[N:20]1[C:28]([NH2:29])=[C:27]2[C:23]([N:24]=[CH:25][NH:26]2)=[N:22][CH:21]=1.C([O-])([O-])=O.[Cs+].[Cs+]. Product: [CH2:1]([O:8][CH2:9][CH2:10][C@@H:11]1[CH2:12][C@H:13]([N:24]2[CH:25]=[N:26][C:27]3[C:23]2=[N:22][CH:21]=[N:20][C:28]=3[NH2:29])[CH2:14]1)[C:2]1[CH:3]=[CH:4][CH:5]=[CH:6][CH:7]=1. The catalyst class is: 3. (4) The catalyst class is: 103. Product: [N:31]1([C:28]2[CH:29]=[CH:30][C:25]([CH2:24][C:10]3[C:11]([CH3:12])=[C:2]([F:1])[C:3]([OH:22])=[C:4]([CH:9]=3)[C:5]([O:7][CH3:8])=[O:6])=[CH:26][CH:27]=2)[CH:35]=[CH:34][CH:33]=[N:32]1. Reactant: [F:1][C:2]1[C:3]([OH:22])=[C:4]([CH:9]=[C:10](B2OC(C)(C)C(C)(C)O2)[C:11]=1[CH3:12])[C:5]([O:7][CH3:8])=[O:6].Cl[CH2:24][C:25]1[CH:30]=[CH:29][C:28]([N:31]2[CH:35]=[CH:34][CH:33]=[N:32]2)=[CH:27][CH:26]=1.C(=O)([O-])[O-].[Na+].[Na+].COCCOC.